The task is: Predict the product of the given reaction.. This data is from Forward reaction prediction with 1.9M reactions from USPTO patents (1976-2016). Given the reactants OCC(CO)O.C[C@@H]1O[C@@H](O[C@H]2[C@H](O)[C@@H](O)[C@H](NC(N)=N)[C@@H](O)[C@@H]2NC(N)=N)[C@H](O[C@@H]2O[C@@H](CO)[C@H](O)[C@@H](O)[C@@H]2NC)[C@@]1(O)C=O.[OH:47][CH:48]1[O:56][C@H:55]([CH2:57][OH:58])[C@@H:53]([OH:54])[C@H:51]([OH:52])[C@H:49]1[OH:50].[NH2:59][C@H:60]([C:66]([OH:68])=[O:67])[CH2:61][CH2:62][CH2:63][CH2:64][NH2:65], predict the reaction product. The product is: [O:47]=[CH:48][C@@H:49]([C@H:51]([C@@H:53]([C@@H:55]([CH2:57][OH:58])[OH:56])[OH:54])[OH:52])[OH:50].[NH2:59][C@H:60]([C:66]([OH:68])=[O:67])[CH2:61][CH2:62][CH2:63][CH2:64][NH2:65].